Dataset: Full USPTO retrosynthesis dataset with 1.9M reactions from patents (1976-2016). Task: Predict the reactants needed to synthesize the given product. (1) Given the product [F:1][C:2]1[CH:17]=[CH:16][C:5]([CH2:6][O:7][C:8]2[CH:15]=[CH:14][C:11]([CH:12]=[N:19][OH:20])=[CH:10][CH:9]=2)=[CH:4][CH:3]=1, predict the reactants needed to synthesize it. The reactants are: [F:1][C:2]1[CH:17]=[CH:16][C:5]([CH2:6][O:7][C:8]2[CH:15]=[CH:14][C:11]([CH:12]=O)=[CH:10][CH:9]=2)=[CH:4][CH:3]=1.Cl.[NH2:19][OH:20].[OH-].[Na+].C(O)(=O)C. (2) Given the product [NH2:8][C:7]1[C:2]([F:1])=[CH:3][CH:4]=[CH:5][C:6]=1[C:11]([NH:22][CH2:19][C:20]#[CH:21])=[O:12], predict the reactants needed to synthesize it. The reactants are: [F:1][C:2]1[C:7]2[NH:8]C(=O)O[C:11](=[O:12])[C:6]=2[CH:5]=[CH:4][CH:3]=1.O1CCCC1.[CH2:19]([NH2:22])[C:20]#[CH:21]. (3) Given the product [C:1]([O:4][C@H:5]1[CH2:22][CH2:21][C@@:20]2([CH3:23])[C@@H:7]([CH2:8][CH2:9][C@:10]3([CH3:34])[C@@H:19]2[CH2:18][CH2:17][C@H:16]2[C@@:11]3([CH3:33])[CH2:12][CH2:13][C@@:14]3([C:30]([OH:32])=[O:31])[CH2:26][CH2:25][C@@H:24]([CH:27]([CH3:28])[CH3:29])[C@@H:15]32)[C:6]1([CH3:36])[CH3:35])(=[O:3])[CH3:2], predict the reactants needed to synthesize it. The reactants are: [C:1]([O:4][C@H:5]1[CH2:22][CH2:21][C@@:20]2([CH3:23])[C@@H:7]([CH2:8][CH2:9][C@:10]3([CH3:34])[C@@H:19]2[CH2:18][CH2:17][C@H:16]2[C@@:11]3([CH3:33])[CH2:12][CH2:13][C@@:14]3([C:30]([OH:32])=[O:31])[CH2:26][CH2:25][C@@H:24]([C:27]([CH3:29])=[CH2:28])[C@@H:15]32)[C:6]1([CH3:36])[CH3:35])(=[O:3])[CH3:2]. (4) Given the product [N:23]1([CH:29]2[CH2:35][CH2:34][C:33]3[CH:36]=[C:37]([NH:40][C:2]4[N:7]=[C:6]([NH:8][C@@H:9]5[C@@H:14]6[CH2:15][C@@H:11]([CH:12]=[CH:13]6)[C@@H:10]5[C:16]([NH2:18])=[O:17])[C:5]([C:19]([F:22])([F:21])[F:20])=[CH:4][N:3]=4)[CH:38]=[CH:39][C:32]=3[CH2:31][CH2:30]2)[CH2:28][CH2:27][O:26][CH2:25][CH2:24]1, predict the reactants needed to synthesize it. The reactants are: Cl[C:2]1[N:7]=[C:6]([NH:8][C@@H:9]2[C@@H:14]3[CH2:15][C@@H:11]([CH:12]=[CH:13]3)[C@@H:10]2[C:16]([NH2:18])=[O:17])[C:5]([C:19]([F:22])([F:21])[F:20])=[CH:4][N:3]=1.[N:23]1([CH:29]2[CH2:35][CH2:34][C:33]3[CH:36]=[C:37]([NH2:40])[CH:38]=[CH:39][C:32]=3[CH2:31][CH2:30]2)[CH2:28][CH2:27][O:26][CH2:25][CH2:24]1. (5) Given the product [O:58]=[C:57]([N:59]1[CH2:60][CH2:61][CH:62]([O:65][C:66]2[CH:71]=[CH:70][CH:69]=[C:68]([C:72]([F:75])([F:73])[F:74])[CH:67]=2)[CH2:63][CH2:64]1)[CH2:56][NH:55][C:21]([C:19]1[N:18]=[N:17][N:16]([C:12]2[CH:11]=[C:10]([CH3:24])[CH:15]=[CH:14][CH:13]=2)[CH:20]=1)=[O:23], predict the reactants needed to synthesize it. The reactants are: CCN(C(C)C)C(C)C.[C:10]1([CH3:24])[CH:15]=[CH:14][CH:13]=[C:12]([N:16]2[CH:20]=[C:19]([C:21]([OH:23])=O)[N:18]=[N:17]2)[CH:11]=1.CC1C=C(C=CC=1)N.C1C=CC2N(O)N=NC=2C=1.CCN=C=NCCCN(C)C.Cl.[NH2:55][CH2:56][C:57]([N:59]1[CH2:64][CH2:63][CH:62]([O:65][C:66]2[CH:71]=[CH:70][CH:69]=[C:68]([C:72]([F:75])([F:74])[F:73])[CH:67]=2)[CH2:61][CH2:60]1)=[O:58]. (6) Given the product [CH2:1]([C:8]1[O:9][C:10]([CH3:29])=[C:11]([CH3:28])[C:12]=1[C:13]([C:15]1[CH:20]=[CH:19][C:18]([OH:21])=[C:17]([CH:23]2[CH2:27][CH2:26][CH2:25][CH2:24]2)[CH:16]=1)=[O:14])[C:2]1[CH:3]=[CH:4][CH:5]=[CH:6][CH:7]=1, predict the reactants needed to synthesize it. The reactants are: [CH2:1]([C:8]1[O:9][C:10]([CH3:29])=[C:11]([CH3:28])[C:12]=1[C:13]([C:15]1[CH:20]=[CH:19][C:18]([O:21]C)=[C:17]([CH:23]2[CH2:27][CH2:26][CH2:25][CH2:24]2)[CH:16]=1)=[O:14])[C:2]1[CH:7]=[CH:6][CH:5]=[CH:4][CH:3]=1.B(Br)(Br)Br.C(Cl)Cl. (7) Given the product [F:25][C:22]([F:23])([F:24])[O:21][C:18]1[CH:19]=[CH:20][C:15]([C:12]2[CH:13]=[CH:14][C:9]([C@@H:8]3[NH:4][C:5](=[O:26])[CH2:6][CH2:7]3)=[CH:10][CH:11]=2)=[CH:16][CH:17]=1, predict the reactants needed to synthesize it. The reactants are: C([N:4]1[C@@H:8]([C:9]2[CH:14]=[CH:13][C:12]([C:15]3[CH:20]=[CH:19][C:18]([O:21][C:22]([F:25])([F:24])[F:23])=[CH:17][CH:16]=3)=[CH:11][CH:10]=2)[CH2:7][CH2:6][C:5]1=[O:26])C=C.O.C1(C)C=CC(S(O)(=O)=O)=CC=1.C1COCC1.O. (8) Given the product [CH:7]([N:10]1[CH2:15][CH2:14][CH:13]([CH2:16][OH:17])[CH2:12][CH2:11]1)([CH3:9])[CH3:8], predict the reactants needed to synthesize it. The reactants are: [H-].[Al+3].[Li+].[H-].[H-].[H-].[CH:7]([N:10]1[CH2:15][CH2:14][CH:13]([C:16](OCC)=[O:17])[CH2:12][CH2:11]1)([CH3:9])[CH3:8].[OH-].[Na+].C(=O)([O-])[O-].[K+].[K+]. (9) Given the product [NH2:46][C:43]1[N:44]=[CH:45][C:40]([C:29]2[N:28]=[C:27]3[C:32]([N:33]=[C:25]([N:20]4[CH2:21][C@@H:22]([CH3:24])[N:23]([C:13](=[O:14])[CH:12]([OH:11])[CH3:16])[C@@H:18]([CH3:17])[CH2:19]4)[N:26]3[CH2:47][C:48]([F:50])([F:49])[F:51])=[C:31]([N:34]3[CH2:35][CH2:36][O:37][CH2:38][CH2:39]3)[N:30]=2)=[CH:41][N:42]=1, predict the reactants needed to synthesize it. The reactants are: C(N(CC)CC)C.C([O:11][C@@H:12]([CH3:16])[C:13](Cl)=[O:14])(=O)C.[CH3:17][C@H:18]1[NH:23][C@@H:22]([CH3:24])[CH2:21][N:20]([C:25]2[N:26]([CH2:47][C:48]([F:51])([F:50])[F:49])[C:27]3[C:32]([N:33]=2)=[C:31]([N:34]2[CH2:39][CH2:38][O:37][CH2:36][CH2:35]2)[N:30]=[C:29]([C:40]2[CH:41]=[N:42][C:43]([NH2:46])=[N:44][CH:45]=2)[N:28]=3)[CH2:19]1.C[O-].[Na+].CO.